The task is: Predict the product of the given reaction.. This data is from Forward reaction prediction with 1.9M reactions from USPTO patents (1976-2016). (1) Given the reactants [CH2:1]([CH:3]([CH2:20][CH3:21])[C:4]([NH:6][C:7]1[CH:12]=[CH:11][C:10]([N:13]2[CH2:18][CH2:17][NH:16][CH2:15][CH2:14]2)=[C:9]([F:19])[CH:8]=1)=[O:5])[CH3:2].C([O-])([O-])=O.[Na+].[Na+].Br[CH:29]([C:37]1[CH:42]=[CH:41][CH:40]=[CH:39][CH:38]=1)[C:30]([N:32]1[CH2:36][CH2:35][CH2:34][CH2:33]1)=[O:31], predict the reaction product. The product is: [NH3:6].[CH2:20]([CH:3]([CH2:1][CH3:2])[C:4]([NH:6][C:7]1[CH:12]=[CH:11][C:10]([N:13]2[CH2:14][CH2:15][N:16]([CH:29]([C:37]3[CH:42]=[CH:41][CH:40]=[CH:39][CH:38]=3)[C:30](=[O:31])[N:32]3[CH2:33][CH2:34][CH2:35][CH2:36]3)[CH2:17][CH2:18]2)=[C:9]([F:19])[CH:8]=1)=[O:5])[CH3:21]. (2) Given the reactants [CH3:1][N:2]([CH3:7])[CH2:3][CH2:4][NH:5][CH3:6].Cl[C:9]1[N:14]=[C:13]([C:15]2[CH:20]=[CH:19][CH:18]=[CH:17][CH:16]=2)[N:12]=[C:11]([NH:21][C:22]2[CH:26]=[C:25]([CH3:27])[NH:24][N:23]=2)[CH:10]=1, predict the reaction product. The product is: [CH3:1][N:2]([CH3:7])[CH2:3][CH2:4][N:5]([CH3:6])[C:9]1[CH:10]=[C:11]([NH:21][C:22]2[CH:26]=[C:25]([CH3:27])[NH:24][N:23]=2)[N:12]=[C:13]([C:15]2[CH:20]=[CH:19][CH:18]=[CH:17][CH:16]=2)[N:14]=1. (3) Given the reactants [CH2:1]([NH:3][C:4](=[O:48])[CH:5]([NH:15][C:16]([C:18]1[CH:22]=[C:21]([C:23]2[CH:28]=[C:27]([O:29][C:30]3[CH:35]=[C:34]([C:36]([NH:38][C:39]4[CH:44]=[C:43]([CH3:45])[CH:42]=[CH:41][C:40]=4[F:46])=[O:37])[CH:33]=[CH:32][C:31]=3[F:47])[CH:26]=[CH:25][N:24]=2)[NH:20][CH:19]=1)=[O:17])[CH2:6][CH2:7][C:8]([O:10]C(C)(C)C)=[O:9])[CH3:2].C(O)(C(F)(F)F)=O, predict the reaction product. The product is: [CH2:1]([NH:3][C:4](=[O:48])[CH:5]([NH:15][C:16]([C:18]1[CH:22]=[C:21]([C:23]2[CH:28]=[C:27]([O:29][C:30]3[CH:35]=[C:34]([C:36]([NH:38][C:39]4[CH:44]=[C:43]([CH3:45])[CH:42]=[CH:41][C:40]=4[F:46])=[O:37])[CH:33]=[CH:32][C:31]=3[F:47])[CH:26]=[CH:25][N:24]=2)[NH:20][CH:19]=1)=[O:17])[CH2:6][CH2:7][C:8]([OH:10])=[O:9])[CH3:2]. (4) Given the reactants [Cl:1][C:2]1[CH:7]=[CH:6][C:5]([N:8]2[CH:12]=[CH:11][C:10]([O:13][CH2:14]/[C:15](/[CH3:25])=[CH:16]\[C:17](=[N:22]/[O:23][CH3:24])\[C:18]([O:20]C)=O)=[N:9]2)=[CH:4][CH:3]=1.[CH3:26][NH2:27], predict the reaction product. The product is: [Cl:1][C:2]1[CH:3]=[CH:4][C:5]([N:8]2[CH:12]=[CH:11][C:10]([O:13][CH2:14][C:15]([CH3:25])=[CH:16][C:17](=[N:22][O:23][CH3:24])[C:18]([NH:27][CH3:26])=[O:20])=[N:9]2)=[CH:6][CH:7]=1. (5) Given the reactants [CH3:1][O:2][C:3]1[CH:8]=[CH:7][CH:6]=[CH:5][C:4]=1[C:9]([F:12])([F:11])[F:10].[Li]CCCC.CC([O:21][B:22](OC(C)C)[O:23]C(C)C)C.Cl.COC1C(C(F)(F)F)=C(B(O)O)C=CC=1, predict the reaction product. The product is: [CH3:1][O:2][C:3]1[C:4]([C:9]([F:10])([F:11])[F:12])=[CH:5][CH:6]=[CH:7][C:8]=1[B:22]([OH:23])[OH:21].